Dataset: Peptide-MHC class I binding affinity with 185,985 pairs from IEDB/IMGT. Task: Regression. Given a peptide amino acid sequence and an MHC pseudo amino acid sequence, predict their binding affinity value. This is MHC class I binding data. The MHC is Patr-A0701 with pseudo-sequence Patr-A0701. The binding affinity (normalized) is 0.335. The peptide sequence is PLLPIFFCL.